The task is: Predict which catalyst facilitates the given reaction.. This data is from Catalyst prediction with 721,799 reactions and 888 catalyst types from USPTO. (1) Reactant: O.[OH-].[Li+].[O:4]=[C:5]1[C:13]2([CH2:17][O:16][C:15]3[CH:18]=[C:19]4[C:23](=[CH:24][C:14]2=3)[CH2:22][CH2:21][O:20]4)[C:12]2[C:7](=[CH:8][CH:9]=[CH:10][CH:11]=2)[N:6]1[CH2:25][C:26]1[CH:35]=[CH:34][CH:33]=[CH:32][C:27]=1[C:28]([O:30]C)=[O:29]. Product: [O:4]=[C:5]1[C:13]2([CH2:17][O:16][C:15]3[CH:18]=[C:19]4[C:23](=[CH:24][C:14]2=3)[CH2:22][CH2:21][O:20]4)[C:12]2[C:7](=[CH:8][CH:9]=[CH:10][CH:11]=2)[N:6]1[CH2:25][C:26]1[CH:35]=[CH:34][CH:33]=[CH:32][C:27]=1[C:28]([OH:30])=[O:29]. The catalyst class is: 30. (2) Reactant: [S:1]1[C:5]2[CH:6]=[CH:7][CH:8]=[CH:9][C:4]=2[N:3]=[C:2]1[N:10]1[C:14](=[O:15])[CH:13]=[C:12]([C:16]2[CH:21]=[CH:20][CH:19]=[C:18]([C:22]([CH3:25])([CH3:24])[CH3:23])[CH:17]=2)[NH:11]1.CO[CH:28](OC)[N:29]([CH3:31])[CH3:30]. Product: [S:1]1[C:5]2[CH:6]=[CH:7][CH:8]=[CH:9][C:4]=2[N:3]=[C:2]1[N:10]1[C:14](=[O:15])[C:13](=[CH:28][N:29]([CH3:31])[CH3:30])[C:12]([C:16]2[CH:21]=[CH:20][CH:19]=[C:18]([C:22]([CH3:25])([CH3:24])[CH3:23])[CH:17]=2)=[N:11]1. The catalyst class is: 1. (3) The catalyst class is: 2. Reactant: C(OC(=O)[NH:7][C:8]1[CH:13]=[CH:12][C:11]([O:14][C:15]([F:18])([F:17])[F:16])=[CH:10][C:9]=1[NH:19][C:20](=[O:36])[CH2:21][C:22](=O)[C:23]1[CH:28]=[CH:27][CH:26]=[C:25]([C:29]2[CH:34]=[CH:33][CH:32]=[CH:31][N:30]=2)[CH:24]=1)(C)(C)C.C(O)(C(F)(F)F)=O. Product: [C:25]1([C:29]2[CH:34]=[CH:33][CH:32]=[CH:31][N:30]=2)[CH:24]=[CH:23][CH:28]=[CH:27][CH:26]=1.[CH3:23][C:22]1[CH2:21][C:20](=[O:36])[NH:19][C:9]2[CH:10]=[C:11]([O:14][C:15]([F:18])([F:17])[F:16])[CH:12]=[CH:13][C:8]=2[N:7]=1. (4) Reactant: [C:1](Cl)(=[O:5])[CH2:2][CH2:3][CH3:4].Cl.[NH2:8][C:9]1[CH:10]=[N:11][C:12]2[C:17]([C:18]=1[OH:19])=[CH:16][CH:15]=[C:14]([C:20]([F:23])([F:22])[F:21])[CH:13]=2.C(N(CC)CC)C.C(=O)(O)[O-].[Na+]. Product: [OH:19][C:18]1[C:17]2[C:12](=[CH:13][C:14]([C:20]([F:23])([F:21])[F:22])=[CH:15][CH:16]=2)[N:11]=[CH:10][C:9]=1[NH:8][C:1](=[O:5])[CH2:2][CH2:3][CH3:4]. The catalyst class is: 7. (5) Reactant: [Li+].[CH3:2][CH:3]([N-]C(C)C)C.CCCCCCC.C1COCC1.C(C1C=CC=CC=1)C.[CH2:29]([N:36]([C:42]1[CH:47]=[CH:46][C:45]([F:48])=[C:44]([Cl:49])[CH:43]=1)[CH2:37][C:38]([O:40][CH3:41])=[O:39])[C:30]1[CH:35]=[CH:34][CH:33]=[CH:32][CH:31]=1.C(I)C.[Cl-].[NH4+].Cl. The catalyst class is: 1. Product: [CH2:29]([N:36]([C:42]1[CH:47]=[CH:46][C:45]([F:48])=[C:44]([Cl:49])[CH:43]=1)[CH:37]([CH2:2][CH3:3])[C:38]([O:40][CH3:41])=[O:39])[C:30]1[CH:31]=[CH:32][CH:33]=[CH:34][CH:35]=1. (6) The catalyst class is: 55. Product: [Cl:1][C:2]1[CH:3]=[C:4]([Cl:33])[C:5]2[N:6]([N:9]=[C:10]([CH2:12][CH2:13][C:14]3[N:18]=[C:17]([N:19]4[CH2:23][CH2:22][CH2:21][CH2:20]4)[NH:16][N:15]=3)[N:11]=2)[C:7]=1[CH3:8]. Reactant: [Cl:1][C:2]1[CH:3]=[C:4]([Cl:33])[C:5]2[N:6]([N:9]=[C:10]([CH2:12][CH2:13][C:14]3[N:18]=[C:17]([N:19]4[CH2:23][CH2:22][CH2:21][CH2:20]4)[N:16](CC4C=CC(OC)=CC=4)[N:15]=3)[N:11]=2)[C:7]=1[CH3:8]. (7) Reactant: [H-].[Na+].[C:3]1([OH:9])[CH:8]=[CH:7][CH:6]=[CH:5][CH:4]=1.[CH3:10][O:11][C:12]([C:14]1[CH:19]=[CH:18][N:17]=[C:16](S(C)(=O)=O)[N:15]=1)=[O:13]. Product: [CH3:10][O:11][C:12]([C:14]1[CH:19]=[CH:18][N:17]=[C:16]([O:9][C:3]2[CH:8]=[CH:7][CH:6]=[CH:5][CH:4]=2)[N:15]=1)=[O:13]. The catalyst class is: 1. (8) Reactant: [CH3:1][O:2][C:3]([C@@H:5]1[CH2:10][CH2:9][CH2:8][C:7]2([CH2:15][CH2:14][CH2:13][CH2:12][CH2:11]2)[C@H:6]1O)=[O:4].C(N(CC)CC)C.CS(Cl)(=O)=O.O. Product: [CH3:1][O:2][C:3]([C:5]1[CH2:10][CH2:9][CH2:8][C:7]2([CH2:15][CH2:14][CH2:13][CH2:12][CH2:11]2)[CH:6]=1)=[O:4]. The catalyst class is: 22. (9) Reactant: [C:1](#[N:3])[CH3:2].[H-].[Na+].[CH:6]1[C:15]2[CH2:14][CH2:13][CH2:12][CH2:11][C:10]=2[CH:9]=[CH:8][C:7]=1[C:16](OCC)=[O:17].Cl. Product: [O:17]=[C:16]([C:7]1[CH:8]=[CH:9][C:10]2[CH2:11][CH2:12][CH2:13][CH2:14][C:15]=2[CH:6]=1)[CH2:2][C:1]#[N:3]. The catalyst class is: 38.